Task: Predict the reaction yield, written as a fraction of the theoretical maximum amount of product (1.0 means a 100% yield; for example, 0.34 means a 34% yield).. Dataset: Reaction yield outcomes from USPTO patents with 853,638 reactions (1) The reactants are [CH2:1]([O:3][C:4](=[O:18])[CH:5]([C:7]1[C:12]([F:13])=[CH:11][C:10]([O:14][CH2:15][CH3:16])=[CH:9][C:8]=1[F:17])[OH:6])[CH3:2].I[CH3:20]. The catalyst is C1(C)C=CC=CC=1.[Ag-]=O. The product is [CH2:1]([O:3][C:4](=[O:18])[CH:5]([C:7]1[C:12]([F:13])=[CH:11][C:10]([O:14][CH2:15][CH3:16])=[CH:9][C:8]=1[F:17])[O:6][CH3:20])[CH3:2]. The yield is 0.970. (2) The reactants are [C:1]([O:5][C:6](=[O:36])[NH:7][C@@H:8]([CH2:21][C:22]1[CH:27]=[CH:26][CH:25]=[C:24]([O:28]CC2C=CC=CC=2)[CH:23]=1)[C@@H:9]([OH:20])[CH2:10][C@H:11]([C:13](=[O:19])[NH:14][CH2:15][CH2:16][CH2:17][CH3:18])[CH3:12])([CH3:4])([CH3:3])[CH3:2]. The catalyst is C(O)C.[Pd]. The product is [C:1]([O:5][C:6](=[O:36])[NH:7][C@@H:8]([CH2:21][C:22]1[CH:27]=[CH:26][CH:25]=[C:24]([OH:28])[CH:23]=1)[C@@H:9]([OH:20])[CH2:10][C@H:11]([C:13](=[O:19])[NH:14][CH2:15][CH2:16][CH2:17][CH3:18])[CH3:12])([CH3:3])([CH3:4])[CH3:2]. The yield is 0.980.